Dataset: Peptide-MHC class II binding affinity with 134,281 pairs from IEDB. Task: Regression. Given a peptide amino acid sequence and an MHC pseudo amino acid sequence, predict their binding affinity value. This is MHC class II binding data. (1) The peptide sequence is SQDLELSWNSNGLQAY. The MHC is DRB1_0802 with pseudo-sequence DRB1_0802. The binding affinity (normalized) is 0.241. (2) The peptide sequence is IRNPLSRNSTHEMYY. The MHC is HLA-DQA10501-DQB10302 with pseudo-sequence HLA-DQA10501-DQB10302. The binding affinity (normalized) is 0.276.